This data is from Reaction yield outcomes from USPTO patents with 853,638 reactions. The task is: Predict the reaction yield, written as a fraction of the theoretical maximum amount of product (1.0 means a 100% yield; for example, 0.34 means a 34% yield). (1) The reactants are O.C[Si]([Cl:6])(C)C.[CH3:7][N:8]([CH2:10][CH:11]1[CH2:19][CH2:18][CH:17]2[CH:13]([CH2:14][CH2:15][CH2:16]2)[C:12]1([C:21]1[CH:26]=[CH:25][CH:24]=[C:23]([OH:27])[CH:22]=1)[OH:20])[CH3:9]. The catalyst is CC(=O)CC. The product is [ClH:6].[CH3:9][N:8]([CH2:10][CH:11]1[CH2:19][CH2:18][CH:17]2[CH:13]([CH2:14][CH2:15][CH2:16]2)[C:12]1([C:21]1[CH:26]=[CH:25][CH:24]=[C:23]([OH:27])[CH:22]=1)[OH:20])[CH3:7]. The yield is 1.00. (2) The reactants are [C:1]1([Si:7]([O:14][CH2:15][CH3:16])([O:11][CH2:12][CH3:13])[O:8][CH2:9][CH3:10])[CH:6]=[CH:5][CH:4]=[CH:3][CH:2]=1.[CH2:17](O)[CH2:18][CH2:19][CH2:20][CH2:21][CH2:22]CC. No catalyst specified. The product is [C:1]1([Si:7]([O:14][CH2:15][CH3:16])([O:8][CH2:9][CH3:10])[O:11][CH2:12][CH2:13][CH2:17][CH2:18][CH2:19][CH2:20][CH2:21][CH3:22])[CH:2]=[CH:3][CH:4]=[CH:5][CH:6]=1. The yield is 0.730. (3) The reactants are [NH2:1][C:2]1[C:7]([C:8]#[N:9])=[CH:6][CH:5]=[CH:4][N:3]=1.[Br:10]Br. The yield is 1.00. The product is [NH2:1][C:2]1[C:7]([C:8]#[N:9])=[CH:6][C:5]([Br:10])=[CH:4][N:3]=1. The catalyst is CC(O)=O. (4) The reactants are CN(C(ON1N=NC2C=CC=CC1=2)=[N+](C)C)C.[B-](F)(F)(F)F.[O:23]=[C:24]1[C:33]2[C:28](=[CH:29][CH:30]=[C:31]([C:34]([OH:36])=O)[CH:32]=2)[O:27][CH:26]=[CH:25]1.CCN(C(C)C)C(C)C.[NH:46]1[CH2:51][CH2:50][O:49][CH2:48][CH2:47]1. The catalyst is CC(N(C)C)=O. The product is [N:46]1([C:34]([C:31]2[CH:32]=[C:33]3[C:28](=[CH:29][CH:30]=2)[O:27][CH:26]=[CH:25][C:24]3=[O:23])=[O:36])[CH2:51][CH2:50][O:49][CH2:48][CH2:47]1. The yield is 0.660. (5) The reactants are [F:1][C:2]([F:21])([F:20])[C:3]1[CH:8]=[CH:7][C:6]([C:9]2[C:13]([C:14]3[CH:19]=[N:18][CH:17]=[CH:16][N:15]=3)=[CH:12][NH:11][N:10]=2)=[CH:5][CH:4]=1.[CH2:22]([CH:24]1[O:26][CH2:25]1)Cl.C(=O)([O-])[O-].[Cs+].[Cs+]. The catalyst is CN(C=O)C.CCOC(C)=O. The product is [O:26]1[CH2:25][CH:24]1[CH2:22][N:11]1[CH:12]=[C:13]([C:14]2[CH:19]=[N:18][CH:17]=[CH:16][N:15]=2)[C:9]([C:6]2[CH:7]=[CH:8][C:3]([C:2]([F:20])([F:1])[F:21])=[CH:4][CH:5]=2)=[N:10]1. The yield is 0.590. (6) The reactants are Cl[CH2:2][C:3]([N:5]([CH2:16][CH2:17][C:18]([O:20][CH2:21][CH3:22])=[O:19])[C:6]1[CH:11]=[CH:10][CH:9]=[C:8]([C:12]([F:15])([F:14])[F:13])[CH:7]=1)=[O:4].[SH:23][C:24]1[C:29]([C:30]#[N:31])=[CH:28][CH:27]=[C:26]([C:32]2[S:33][CH:34]=[CH:35][CH:36]=2)[N:25]=1.C([O-])([O-])=O.[K+].[K+].CN(C=O)C. The catalyst is O. The product is [NH2:31][C:30]1[C:29]2[C:24](=[N:25][C:26]([C:32]3[S:33][CH:34]=[CH:35][CH:36]=3)=[CH:27][CH:28]=2)[S:23][C:2]=1[C:3]([N:5]([CH2:16][CH2:17][C:18]([O:20][CH2:21][CH3:22])=[O:19])[C:6]1[CH:11]=[CH:10][CH:9]=[C:8]([C:12]([F:15])([F:14])[F:13])[CH:7]=1)=[O:4]. The yield is 0.560. (7) The reactants are [CH3:1][C@@:2]1([CH:8]=[CH:9][C:10]2[N:11]([CH2:15][CH3:16])[CH:12]=[CH:13][CH:14]=2)[CH2:6][O:5][C:4](=[O:7])[NH:3]1. The catalyst is C(O)C.[Pd]. The product is [CH3:1][C@@:2]1([CH2:8][CH2:9][C:10]2[N:11]([CH2:15][CH3:16])[CH:12]=[CH:13][CH:14]=2)[CH2:6][O:5][C:4](=[O:7])[NH:3]1. The yield is 0.870. (8) The reactants are CC(C)([O-])C.[K+].[CH3:7][C:8]1[CH:13]=[CH:12][CH:11]=[CH:10][C:9]=1[N+:14]([O-:16])=[O:15].[CH2:17]([O:19][C:20](=[O:24])[CH:21](Cl)[CH3:22])[CH3:18].C([O-])(O)=O.[Na+]. The catalyst is CN(C)C=O.C(OC(=O)C)C. The product is [CH3:7][C:8]1[CH:13]=[C:12]([CH:21]([CH3:22])[C:20]([O:19][CH2:17][CH3:18])=[O:24])[CH:11]=[CH:10][C:9]=1[N+:14]([O-:16])=[O:15]. The yield is 0.700. (9) The reactants are [Cl:1][C:2]1[CH:3]=[C:4]([NH:10][C:11](=[O:19])[CH2:12][CH:13]([CH3:18])[CH2:14][N+:15]([O-])=O)[CH:5]=[CH:6][C:7]=1[C:8]#[N:9].[Cl-].[Ca+2].[Cl-].CO.O. The catalyst is [Cl-].[Na+].O.[Fe]. The product is [NH2:15][CH2:14][CH:13]([CH3:18])[CH2:12][C:11]([NH:10][C:4]1[CH:5]=[CH:6][C:7]([C:8]#[N:9])=[C:2]([Cl:1])[CH:3]=1)=[O:19]. The yield is 0.318. (10) The reactants are [F:1][C:2]1[CH:3]=[C:4]([C:8]2[N:13]=[CH:12][C:11]([C:14]([NH:16][C@H:17]3[C@@H:21]([OH:22])[CH2:20][N:19](C(OC(C)(C)C)=O)[CH2:18]3)=[O:15])=[CH:10][N:9]=2)[CH:5]=[CH:6][CH:7]=1.[C:30]([OH:36])([C:32]([F:35])([F:34])[F:33])=[O:31]. The catalyst is C(Cl)Cl.C1(C)C=CC=CC=1. The product is [OH:36][C:30]([C:32]([F:35])([F:34])[F:33])=[O:31].[F:1][C:2]1[CH:3]=[C:4]([C:8]2[N:13]=[CH:12][C:11]([C:14]([NH:16][C@H:17]3[C@@H:21]([OH:22])[CH2:20][NH:19][CH2:18]3)=[O:15])=[CH:10][N:9]=2)[CH:5]=[CH:6][CH:7]=1. The yield is 0.980.